From a dataset of Retrosynthesis with 50K atom-mapped reactions and 10 reaction types from USPTO. Predict the reactants needed to synthesize the given product. (1) The reactants are: COC(=O)CCc1ccc(Oc2cc(F)cc(C(C)N)c2)cc1C.COc1cc(C(F)(F)F)ccc1C(=O)O. Given the product COC(=O)CCc1ccc(Oc2cc(F)cc([C@@H](C)NC(=O)c3ccc(C(F)(F)F)cc3OC)c2)cc1C, predict the reactants needed to synthesize it. (2) Given the product O=C1Nc2cccc(-c3cnc4ccccc4c3)c2C12COc1cc3c(cc12)OCCO3, predict the reactants needed to synthesize it. The reactants are: O=C1N(C(c2ccccc2)c2ccccc2)c2cccc(-c3cnc4ccccc4c3)c2C12COc1cc3c(cc12)OCCO3. (3) The reactants are: Cc1ccc(C(=O)CN)s1.O=C(Cl)c1cc(C(F)(F)F)cc(C(F)(F)F)c1. Given the product Cc1ccc(C(=O)CNC(=O)c2cc(C(F)(F)F)cc(C(F)(F)F)c2)s1, predict the reactants needed to synthesize it.